The task is: Predict the reaction yield, written as a fraction of the theoretical maximum amount of product (1.0 means a 100% yield; for example, 0.34 means a 34% yield).. This data is from Reaction yield outcomes from USPTO patents with 853,638 reactions. (1) The reactants are Br[C:2]1[CH:3]=[C:4]2[C:8](=[C:9]([C:11]([NH2:13])=[O:12])[CH:10]=1)[NH:7][N:6]=[C:5]2[CH:14]1[CH2:19][CH2:18][N:17]([S:20]([CH2:23][CH3:24])(=[O:22])=[O:21])[CH2:16][CH2:15]1.[F:25][C:26]1[CH:27]=[C:28](B(O)O)[CH:29]=[CH:30][CH:31]=1.C(=O)([O-])[O-].[K+].[K+]. The catalyst is O1CCOCC1.O.C1C=CC([P]([Pd]([P](C2C=CC=CC=2)(C2C=CC=CC=2)C2C=CC=CC=2)([P](C2C=CC=CC=2)(C2C=CC=CC=2)C2C=CC=CC=2)[P](C2C=CC=CC=2)(C2C=CC=CC=2)C2C=CC=CC=2)(C2C=CC=CC=2)C2C=CC=CC=2)=CC=1. The product is [CH2:23]([S:20]([N:17]1[CH2:18][CH2:19][CH:14]([C:5]2[C:4]3[C:8](=[C:9]([C:11]([NH2:13])=[O:12])[CH:10]=[C:2]([C:30]4[CH:29]=[CH:28][CH:27]=[C:26]([F:25])[CH:31]=4)[CH:3]=3)[NH:7][N:6]=2)[CH2:15][CH2:16]1)(=[O:22])=[O:21])[CH3:24]. The yield is 0.210. (2) The reactants are [CH2:1]([N:3]1[C:7]2=[N:8][C:9]([CH2:48][CH3:49])=[C:10]([CH2:19][NH:20][C:21]([C:23]3[CH:28]=[CH:27][CH:26]=[C:25]([C:29]([NH:31][CH2:32][C:33]4[CH:34]=[C:35]([C:40]5[CH:45]=[CH:44][CH:43]=[C:42]([CH:46]=O)[CH:41]=5)[C:36]([F:39])=[CH:37][CH:38]=4)=[O:30])[CH:24]=3)=[O:22])[C:11]([NH:12][CH:13]3[CH2:18][CH2:17][O:16][CH2:15][CH2:14]3)=[C:6]2[CH:5]=[N:4]1)[CH3:2].[NH:50]1[CH2:55][CH2:54][CH:53]([C:56]#[N:57])[CH2:52][CH2:51]1.[BH-](OC(C)=O)(OC(C)=O)OC(C)=O.[Na+]. The yield is 0.280. The product is [C:56]([CH:53]1[CH2:54][CH2:55][N:50]([CH2:46][C:42]2[CH:41]=[C:40]([C:35]3[C:36]([F:39])=[CH:37][CH:38]=[C:33]([CH2:32][NH:31][C:29]([C:25]4[CH:26]=[CH:27][CH:28]=[C:23]([C:21]([NH:20][CH2:19][C:10]5[C:11]([NH:12][CH:13]6[CH2:14][CH2:15][O:16][CH2:17][CH2:18]6)=[C:6]6[CH:5]=[N:4][N:3]([CH2:1][CH3:2])[C:7]6=[N:8][C:9]=5[CH2:48][CH3:49])=[O:22])[CH:24]=4)=[O:30])[CH:34]=3)[CH:45]=[CH:44][CH:43]=2)[CH2:51][CH2:52]1)#[N:57]. The catalyst is C(Cl)Cl. (3) The reactants are [F:1][C:2]([F:7])([F:6])[C:3]([OH:5])=[O:4].[F:8][C:9]([F:14])([F:13])[C:10]([OH:12])=[O:11].[F:15][C:16]([F:21])([F:20])[C:17]([OH:19])=[O:18].[Cl:22][C:23]1[CH:24]=[N:25][C:26]2[NH:27][C:28]3[CH:29]=[N:30][CH:31]=[C:32]([CH:54]=3)[CH2:33][CH2:34][C:35]3[CH:43]=[C:39]([NH:40][C:41]=1[N:42]=2)[CH:38]=[CH:37][C:36]=3[NH:44][C:45](=[O:53])[CH2:46][CH:47]1[CH2:52][CH2:51][NH:50][CH2:49][CH2:48]1.Cl.[N:56]1[CH:61]=[CH:60][CH:59]=[C:58]([S:62](Cl)(=[O:64])=[O:63])[CH:57]=1. No catalyst specified. The product is [F:1][C:2]([F:7])([F:6])[C:3]([OH:5])=[O:4].[F:8][C:9]([F:14])([F:13])[C:10]([OH:12])=[O:11].[F:15][C:16]([F:21])([F:20])[C:17]([OH:19])=[O:18].[Cl:22][C:23]1[CH:24]=[N:25][C:26]2[NH:27][C:28]3[CH:29]=[N:30][CH:31]=[C:32]([CH:54]=3)[CH2:33][CH2:34][C:35]3[CH:43]=[C:39]([NH:40][C:41]=1[N:42]=2)[CH:38]=[CH:37][C:36]=3[NH:44][C:45](=[O:53])[CH2:46][CH:47]1[CH2:52][CH2:51][N:50]([S:62]([C:58]2[CH:57]=[N:56][CH:61]=[CH:60][CH:59]=2)(=[O:64])=[O:63])[CH2:49][CH2:48]1. The yield is 0.310.